Dataset: Catalyst prediction with 721,799 reactions and 888 catalyst types from USPTO. Task: Predict which catalyst facilitates the given reaction. (1) The catalyst class is: 3. Reactant: Cl[C:2]1[CH:9]=[CH:8][C:5]([CH:6]=[O:7])=[CH:4][N:3]=1.[Br:10][C:11]1[CH:16]=[CH:15][C:14]([OH:17])=[CH:13][C:12]=1[CH2:18][OH:19].C([O-])([O-])=O.[K+].[K+]. Product: [Br:10][C:11]1[CH:16]=[CH:15][C:14]([O:17][C:2]2[CH:9]=[CH:8][C:5]([CH:6]=[O:7])=[CH:4][N:3]=2)=[CH:13][C:12]=1[CH2:18][OH:19]. (2) Reactant: [Cl:1][C:2]1[N:7]=[N:6][C:5]([CH2:8]O)=[CH:4][CH:3]=1.S(Cl)([Cl:12])=O. Product: [Cl:1][C:2]1[N:7]=[N:6][C:5]([CH2:8][Cl:12])=[CH:4][CH:3]=1. The catalyst class is: 4. (3) Reactant: Br[C:2]1[C:3]([CH3:20])=[C:4]([N:8]2[C:17](=[O:18])[C:16]3[C:11](=[CH:12][CH:13]=[C:14]([F:19])[CH:15]=3)[N:10]=[CH:9]2)[CH:5]=[CH:6][CH:7]=1.[CH3:21][C:22]1([CH3:38])[C:26]([CH3:28])([CH3:27])[O:25][B:24]([B:24]2[O:25][C:26]([CH3:28])([CH3:27])[C:22]([CH3:38])([CH3:21])[O:23]2)[O:23]1.C([O-])(=O)C.[K+].C(Cl)Cl. Product: [F:19][C:14]1[CH:15]=[C:16]2[C:11](=[CH:12][CH:13]=1)[N:10]=[CH:9][N:8]([C:4]1[CH:5]=[CH:6][CH:7]=[C:2]([B:24]3[O:25][C:26]([CH3:28])([CH3:27])[C:22]([CH3:38])([CH3:21])[O:23]3)[C:3]=1[CH3:20])[C:17]2=[O:18]. The catalyst class is: 800. (4) Reactant: [CH3:1][S:2]([NH:5][C:6]1[CH:15]=[CH:14][C:13]([C:16]([F:19])([F:18])[F:17])=[CH:12][C:7]=1[C:8]([O:10]C)=[O:9])(=[O:4])=[O:3].[OH-].[Li+].Cl. Product: [CH3:1][S:2]([NH:5][C:6]1[CH:15]=[CH:14][C:13]([C:16]([F:17])([F:18])[F:19])=[CH:12][C:7]=1[C:8]([OH:10])=[O:9])(=[O:4])=[O:3]. The catalyst class is: 20. (5) Reactant: [NH2:1][CH2:2][CH2:3][CH2:4][C@@H:5]([CH2:9][C:10]1[N:11]=[CH:12][N:13]2[C:22]3[C:17](=[CH:18][CH:19]=[CH:20][CH:21]=3)[CH2:16][CH2:15][C:14]=12)[C:6]([OH:8])=[O:7].[C:23](=O)([O:34][CH2:35][C:36]1[O:37][C:38](=[O:44])[O:39][C:40]=1[CH:41]([CH3:43])[CH3:42])[O:24]C1C=CC([N+]([O-])=O)=CC=1. Product: [CH:12]1[N:13]2[C:22]3[C:17]([CH2:16][CH2:15][C:14]2=[C:10]([CH2:9][C@H:5]([CH2:4][CH2:3][CH2:2][NH:1][C:23]([O:34][CH2:35][C:36]2[O:37][C:38](=[O:44])[O:39][C:40]=2[CH:41]([CH3:42])[CH3:43])=[O:24])[C:6]([OH:8])=[O:7])[N:11]=1)=[CH:18][CH:19]=[CH:20][CH:21]=3. The catalyst class is: 391.